From a dataset of Full USPTO retrosynthesis dataset with 1.9M reactions from patents (1976-2016). Predict the reactants needed to synthesize the given product. (1) Given the product [CH3:21][O:22][C:23]1[CH:30]=[CH:29][C:26]([CH2:27][NH:28][C:2]2[C:7]3[C:8]4[CH:14]=[CH:13][C:12]([C:15]([F:17])([F:18])[F:16])=[CH:11][C:9]=4[S:10][C:6]=3[C:5]([C:19]#[N:20])=[CH:4][N:3]=2)=[CH:25][CH:24]=1, predict the reactants needed to synthesize it. The reactants are: Cl[C:2]1[C:7]2[C:8]3[CH:14]=[CH:13][C:12]([C:15]([F:18])([F:17])[F:16])=[CH:11][C:9]=3[S:10][C:6]=2[C:5]([C:19]#[N:20])=[CH:4][N:3]=1.[CH3:21][O:22][C:23]1[CH:30]=[CH:29][C:26]([CH2:27][NH2:28])=[CH:25][CH:24]=1.C([O-])([O-])=O.[K+].[K+].Cl.OP([O-])([O-])=O.[K+].[K+]. (2) Given the product [F:1][C:2]1[CH:3]=[C:4]([C:11]2[O:12][CH:13]=[CH:14][N:15]=2)[CH:5]=[CH:6][C:7]=1[NH2:8], predict the reactants needed to synthesize it. The reactants are: [F:1][C:2]1[CH:3]=[C:4]([C:11]2[O:12][CH:13]=[CH:14][N:15]=2)[CH:5]=[CH:6][C:7]=1[N+:8]([O-])=O. (3) Given the product [Cl:1][C:2]1[CH:3]=[CH:4][C:5]([S:8]([NH:11][C@@H:12]2[CH2:16][CH2:15][N:14]([C:17]3[N:22]4[N:23]=[CH:24][CH:25]=[C:21]4[N:20]=[C:19]([CH3:26])[C:18]=3[CH:27]([CH2:33][CH2:34][CH3:35])[C:28]([OH:30])=[O:29])[CH2:13]2)(=[O:9])=[O:10])=[CH:6][CH:7]=1, predict the reactants needed to synthesize it. The reactants are: [Cl:1][C:2]1[CH:7]=[CH:6][C:5]([S:8]([NH:11][C@@H:12]2[CH2:16][CH2:15][N:14]([C:17]3[N:22]4[N:23]=[CH:24][CH:25]=[C:21]4[N:20]=[C:19]([CH3:26])[C:18]=3[CH:27]([CH2:33][CH2:34][CH3:35])[C:28]([O:30]CC)=[O:29])[CH2:13]2)(=[O:10])=[O:9])=[CH:4][CH:3]=1.[OH-].[Na+]. (4) Given the product [S:26]([C:23]1[CH:24]=[CH:25][C:20]([C:9]2[CH2:10][CH2:11][CH2:12][C:13]3[CH:18]=[C:17]([OH:19])[CH:16]=[CH:15][C:14]=3[C:8]=2[CH2:7][CH2:6][CH2:5][CH2:4][CH2:3][CH2:2][N:31]([CH3:30])[CH2:32][CH2:33][CH2:34][S:35]([CH2:38][CH2:39][CH2:40][C:41]([F:47])([F:46])[C:42]([F:43])([F:44])[F:45])(=[O:36])=[O:37])=[CH:21][CH:22]=1)([CH3:29])(=[O:28])=[O:27], predict the reactants needed to synthesize it. The reactants are: Br[CH2:2][CH2:3][CH2:4][CH2:5][CH2:6][CH2:7][C:8]1[C:14]2[CH:15]=[CH:16][C:17]([OH:19])=[CH:18][C:13]=2[CH2:12][CH2:11][CH2:10][C:9]=1[C:20]1[CH:25]=[CH:24][C:23]([S:26]([CH3:29])(=[O:28])=[O:27])=[CH:22][CH:21]=1.[CH3:30][NH:31][CH2:32][CH2:33][CH2:34][S:35]([CH2:38][CH2:39][CH2:40][C:41]([F:47])([F:46])[C:42]([F:45])([F:44])[F:43])(=[O:37])=[O:36]. (5) Given the product [NH2:16][C:4]1[N:3]=[C:2]([NH:17][CH2:18][CH2:19][CH2:20][N:21]2[C:29](=[O:30])[C:28]3[C:23](=[N:24][CH:25]=[CH:26][CH:27]=3)[CH2:22]2)[CH:7]=[C:6]([C:8]2[CH:13]=[CH:12][CH:11]=[C:10]([CH3:14])[C:9]=2[CH3:15])[N:5]=1, predict the reactants needed to synthesize it. The reactants are: Cl[C:2]1[CH:7]=[C:6]([C:8]2[CH:13]=[CH:12][CH:11]=[C:10]([CH3:14])[C:9]=2[CH3:15])[N:5]=[C:4]([NH2:16])[N:3]=1.[NH2:17][CH2:18][CH2:19][CH2:20][N:21]1[C:29](=[O:30])[C:28]2[C:23](=[N:24][CH:25]=[CH:26][CH:27]=2)[CH2:22]1.C(N(CC)CC)C.CO. (6) Given the product [C:1]([O:5][C:6]([N:8]1[C@H:17]([C:18]([NH:20][C@H:21]([CH2:40][C:41]2[CH:42]=[CH:43][C:44]([Cl:47])=[CH:45][CH:46]=2)[C:22]([N:24]2[CH2:29][CH2:28][N:27]([C:30]3[CH:39]=[CH:38][CH:37]=[CH:36][C:31]=3[C:32]([OH:34])=[O:33])[CH2:26][CH2:25]2)=[O:23])=[O:19])[CH2:16][C:15]2[C:10](=[CH:11][CH:12]=[CH:13][CH:14]=2)[CH2:9]1)=[O:7])([CH3:4])([CH3:2])[CH3:3], predict the reactants needed to synthesize it. The reactants are: [C:1]([O:5][C:6]([N:8]1[C@H:17]([C:18]([NH:20][C@H:21]([CH2:40][C:41]2[CH:46]=[CH:45][C:44]([Cl:47])=[CH:43][CH:42]=2)[C:22]([N:24]2[CH2:29][CH2:28][N:27]([C:30]3[CH:39]=[CH:38][CH:37]=[CH:36][C:31]=3[C:32]([O:34]C)=[O:33])[CH2:26][CH2:25]2)=[O:23])=[O:19])[CH2:16][C:15]2[C:10](=[CH:11][CH:12]=[CH:13][CH:14]=2)[CH2:9]1)=[O:7])([CH3:4])([CH3:3])[CH3:2].[Li+].[OH-].